From a dataset of Reaction yield outcomes from USPTO patents with 853,638 reactions. Predict the reaction yield, written as a fraction of the theoretical maximum amount of product (1.0 means a 100% yield; for example, 0.34 means a 34% yield). (1) The catalyst is CC(C)=O. The yield is 1.00. The product is [C:1]([NH:9][CH:12]([OH:13])[C:11]([OH:15])=[O:14])(=[O:8])[C:2]1[CH:7]=[CH:6][CH:5]=[CH:4][CH:3]=1. The reactants are [C:1]([NH2:9])(=[O:8])[C:2]1[CH:7]=[CH:6][CH:5]=[CH:4][CH:3]=1.O.[C:11]([OH:15])(=[O:14])[CH:12]=[O:13]. (2) The reactants are [C:1]([O:5][C:6]([NH:8][C:9]1[CH:14]=[C:13]([CH3:15])[CH:12]=[CH:11][N:10]=1)=[O:7])([CH3:4])([CH3:3])[CH3:2].[CH2:16]([Li])[CH2:17][CH2:18][CH3:19].[CH3:21][CH2:22][CH2:23]CCC.[OH2:27].C([O:31][CH:32](C)C)(C)C. The yield is 0.690. The catalyst is O1CCCC1. The product is [C:1]([O:5][C:6]([NH:8][C:9]1[CH:14]=[C:13]([CH2:15][C:16]([C:17]2[CH:21]=[CH:22][C:23]([O:31][CH3:32])=[CH:19][CH:18]=2)=[O:27])[CH:12]=[CH:11][N:10]=1)=[O:7])([CH3:4])([CH3:3])[CH3:2].